Dataset: Catalyst prediction with 721,799 reactions and 888 catalyst types from USPTO. Task: Predict which catalyst facilitates the given reaction. Reactant: [NH2:1][C:2]1[C:3]([O:20][CH3:21])=[CH:4][C:5]([CH:17]([CH3:19])[CH3:18])=[C:6]([CH:16]=1)[O:7][C:8]1[C:9]([NH2:15])=[N:10][C:11]([NH2:14])=[N:12][CH:13]=1.S(C1C=CC(C)=CC=1)(O)(=O)=O.Cl[C:34]([NH:37][NH2:38])(Cl)[CH3:35].NN. Product: [CH:17]([C:5]1[CH:4]=[C:3]([O:20][CH3:21])[C:2]([N:1]2[CH:35]=[CH:34][N:37]=[N:38]2)=[CH:16][C:6]=1[O:7][C:8]1[C:9]([NH2:15])=[N:10][C:11]([NH2:14])=[N:12][CH:13]=1)([CH3:19])[CH3:18]. The catalyst class is: 5.